This data is from Reaction yield outcomes from USPTO patents with 853,638 reactions. The task is: Predict the reaction yield, written as a fraction of the theoretical maximum amount of product (1.0 means a 100% yield; for example, 0.34 means a 34% yield). (1) The reactants are [OH:1][C:2]1[C:11]2[C:6](=[CH:7][CH:8]=[CH:9][CH:10]=2)[C:5]([CH:12]=[O:13])=[CH:4][CH:3]=1.N1C=CN=C1.[Si:19](Cl)([C:22]([CH3:25])([CH3:24])[CH3:23])([CH3:21])[CH3:20]. The catalyst is C1COCC1. The product is [Si:19]([O:1][C:2]1[C:11]2[C:6](=[CH:7][CH:8]=[CH:9][CH:10]=2)[C:5]([CH:12]=[O:13])=[CH:4][CH:3]=1)([C:22]([CH3:25])([CH3:24])[CH3:23])([CH3:21])[CH3:20]. The yield is 0.900. (2) The reactants are [Br:1][C:2]1[CH:3]=[C:4]2[C:9](=[C:10]([CH3:12])[CH:11]=1)[N:8]=[CH:7][CH:6]=[C:5]2O.P(Cl)(Cl)([Cl:16])=O.[OH-].[NH4+]. No catalyst specified. The product is [Br:1][C:2]1[CH:3]=[C:4]2[C:9](=[C:10]([CH3:12])[CH:11]=1)[N:8]=[CH:7][CH:6]=[C:5]2[Cl:16]. The yield is 0.950. (3) The yield is 0.880. The product is [CH:4]([C:7]1[O:11][N:10]=[C:9]([C:12]([NH:2][NH2:3])=[O:14])[CH:8]=1)([CH3:6])[CH3:5]. The catalyst is CCO. The reactants are O.[NH2:2][NH2:3].[CH:4]([C:7]1[O:11][N:10]=[C:9]([C:12]([O:14]CC)=O)[CH:8]=1)([CH3:6])[CH3:5]. (4) The reactants are [F:1][C:2]([F:18])([F:17])[C:3]1[CH:8]=[CH:7][CH:6]=[CH:5][C:4]=1[C:9]1[CH:14]=[CH:13][C:12]([CH:15]=O)=[CH:11][CH:10]=1.[C:19]([O-])([O-])=O.[K+].[K+].[N+](=C(P(=O)(OC)OC)C(=O)C)=[N-]. The catalyst is CO. The product is [C:15]([C:12]1[CH:13]=[CH:14][C:9]([C:4]2[CH:5]=[CH:6][CH:7]=[CH:8][C:3]=2[C:2]([F:18])([F:17])[F:1])=[CH:10][CH:11]=1)#[CH:19]. The yield is 0.854. (5) The reactants are [C:1](Cl)(=O)[C:2]([Cl:4])=[O:3].[O:7]=[C:8]1[CH2:12][CH:11]([S:13]CC(O)=O)[CH2:10][O:9]1. The catalyst is ClCCl.CN(C=O)C. The product is [O:7]=[C:8]1[CH2:12][CH:11]([S:13][CH2:1][C:2]([Cl:4])=[O:3])[CH2:10][O:9]1. The yield is 0.930.